This data is from Catalyst prediction with 721,799 reactions and 888 catalyst types from USPTO. The task is: Predict which catalyst facilitates the given reaction. (1) Reactant: [CH2:1]([O:3][C:4]([C:6]1([C:9]2[CH:14]=[CH:13][C:12]([C:15]3[CH:20]=[CH:19][C:18]([C:21]4[O:25][N:24]=[C:23]([CH3:26])[C:22]=4[CH:27]=[CH:28][CH2:29][CH2:30][C:31]4[CH:36]=[CH:35][CH:34]=[CH:33][CH:32]=4)=[CH:17][CH:16]=3)=[CH:11][CH:10]=2)[CH2:8][CH2:7]1)=[O:5])[CH3:2].ClC1C=CC=C(C(OO)=[O:45])C=1.CCOC(C)=O. Product: [CH2:1]([O:3][C:4]([C:6]1([C:9]2[CH:10]=[CH:11][C:12]([C:15]3[CH:20]=[CH:19][C:18]([C:21]4[O:25][N:24]=[C:23]([CH3:26])[C:22]=4[CH:27]4[CH:28]([CH2:29][CH2:30][C:31]5[CH:32]=[CH:33][CH:34]=[CH:35][CH:36]=5)[O:45]4)=[CH:17][CH:16]=3)=[CH:13][CH:14]=2)[CH2:7][CH2:8]1)=[O:5])[CH3:2]. The catalyst class is: 2. (2) Reactant: [Cl:1][C:2]1[CH:17]=[CH:16][C:5]([O:6][C:7]2[CH:8]=[C:9]([C:13](=[O:15])[CH3:14])[CH:10]=[CH:11][CH:12]=2)=[C:4]([N+:18]([O-:20])=[O:19])[CH:3]=1.[BH4-].[Na+]. Product: [Cl:1][C:2]1[CH:17]=[CH:16][C:5]([O:6][C:7]2[CH:8]=[C:9]([CH:13]([OH:15])[CH3:14])[CH:10]=[CH:11][CH:12]=2)=[C:4]([N+:18]([O-:20])=[O:19])[CH:3]=1. The catalyst class is: 8. (3) Reactant: [Br-].[C:2]([CH2:4][P+](C1C=CC=CC=1)(C1C=CC=CC=1)C1C=CC=CC=1)#[N:3].[OH-].[Na+].[F:26][C:27]([F:44])([F:43])[C:28]1[CH:29]=[C:30]([CH:40]=[CH:41][CH:42]=1)[O:31][C:32]1[CH:39]=[CH:38][C:35]([CH:36]=O)=[CH:34][CH:33]=1. Product: [F:26][C:27]([F:44])([F:43])[C:28]1[CH:29]=[C:30]([CH:40]=[CH:41][CH:42]=1)[O:31][C:32]1[CH:39]=[CH:38][C:35]([CH:36]=[CH:4][C:2]#[N:3])=[CH:34][CH:33]=1. The catalyst class is: 232.